This data is from Forward reaction prediction with 1.9M reactions from USPTO patents (1976-2016). The task is: Predict the product of the given reaction. (1) Given the reactants [N:1]1([C:7]2[C:15]3[C:10](=[CH:11][CH:12]=[CH:13][CH:14]=3)[N:9]([Si:16]([CH:23]([CH3:25])[CH3:24])([CH:20]([CH3:22])[CH3:21])[CH:17]([CH3:19])[CH3:18])[CH:8]=2)[CH2:6][CH2:5]O[CH2:3][CH2:2]1.BrC1C2C(=CC=CC=2)[N:29]([Si](C(C)C)(C(C)C)C(C)C)[CH:28]=1.CN1CCNCC1.C[Si]([N-][Si](C)(C)C)(C)C.[Li+], predict the reaction product. The product is: [CH3:28][N:29]1[CH2:5][CH2:6][N:1]([C:7]2[C:15]3[C:10](=[CH:11][CH:12]=[CH:13][CH:14]=3)[N:9]([Si:16]([CH:23]([CH3:25])[CH3:24])([CH:20]([CH3:22])[CH3:21])[CH:17]([CH3:19])[CH3:18])[CH:8]=2)[CH2:2][CH2:3]1. (2) Given the reactants [C:1]([O:5][C:6]([CH:8]1[CH2:13][CH2:12][N:11]([C:14]2[C:24]([F:25])=[CH:23][C:17]([C:18]([O:20][CH2:21][CH3:22])=[O:19])=[C:16](Cl)[N:15]=2)[CH2:10][CH2:9]1)=[O:7])([CH3:4])([CH3:3])[CH3:2].C[Sn]([CH2:31][N:32]1[CH2:36][CH2:35][CH2:34][C:33]1=[O:37])(C)C.F[B-](F)(F)F.C([PH+](C(C)(C)C)C(C)(C)C)(C)(C)C.[F-].[Cs+], predict the reaction product. The product is: [C:1]([O:5][C:6]([CH:8]1[CH2:13][CH2:12][N:11]([C:14]2[C:24]([F:25])=[CH:23][C:17]([C:18]([O:20][CH2:21][CH3:22])=[O:19])=[C:16]([CH2:31][N:32]3[CH2:36][CH2:35][CH2:34][C:33]3=[O:37])[N:15]=2)[CH2:10][CH2:9]1)=[O:7])([CH3:4])([CH3:3])[CH3:2]. (3) Given the reactants [NH2:1][C:2]1[CH:11]=[C:10]([O:12][CH3:13])[C:9]([Br:14])=[CH:8][C:3]=1[C:4](OC)=[O:5].C([O-])=O.[NH4+].O.[CH:20]([NH2:22])=O, predict the reaction product. The product is: [Br:14][C:9]1[CH:8]=[C:3]2[C:2](=[CH:11][C:10]=1[O:12][CH3:13])[N:1]=[CH:20][NH:22][C:4]2=[O:5]. (4) Given the reactants C(N(CC)CC)C.[C:8]1([S:14](Cl)(=[O:16])=[O:15])[CH:13]=[CH:12][CH:11]=[CH:10][CH:9]=1.[NH2:18][C:19]1[CH:28]=[CH:27][C:26]2[NH:25][C:24](=[O:29])[C:23]3[NH:30][CH:31]=[CH:32][C:22]=3[C:21]=2[CH:20]=1.[CH2:33]([C:35]([O-:37])=[O:36])[CH3:34], predict the reaction product. The product is: [C:8]1([S:14]([NH:18][C:19]2[CH:28]=[CH:27][C:26]3[NH:25][C:24](=[O:29])[C:23]4[NH:30][CH:31]=[CH:32][C:22]=4[C:21]=3[CH:20]=2)(=[O:16])=[O:15])[CH:13]=[CH:12][CH:11]=[CH:10][CH:9]=1.[CH2:33]([C:35]([O-:37])=[O:36])[CH3:34]. (5) Given the reactants C12BC(CCC1)CCC2.CC1(C)CO[C:14]2([C@@H:22]3[C@@:17]([CH:25]=[CH2:26])([CH2:18][CH2:19][CH2:20][C@H:21]3[C:23]#[N:24])[CH2:16][CH2:15]2)[O:13]C1.BrC(C)=C.C(=O)([O-])[O-].[Cs+].[Cs+].C1([As](C2C=CC=CC=2)C2C=CC=CC=2)C=CC=CC=1, predict the reaction product. The product is: [O:13]=[C:14]1[C@@H:22]2[C@@:17]([CH:25]=[CH2:26])([CH2:18][CH2:19][CH2:20][C@H:21]2[C:23]#[N:24])[CH2:16][CH2:15]1.